From a dataset of Forward reaction prediction with 1.9M reactions from USPTO patents (1976-2016). Predict the product of the given reaction. (1) The product is: [Cl:24][C:21]1[CH:20]=[CH:19][C:18]([C:12]2[C:11]3[CH2:10][CH2:9][NH:8][CH2:17][CH2:16][C:15]=3[N:14]([CH2:31][C:29]3[S:30][C:26]([Cl:25])=[CH:27][CH:28]=3)[N:13]=2)=[CH:23][CH:22]=1. Given the reactants C(OC([N:8]1[CH2:17][CH2:16][C:15]2[NH:14][N:13]=[C:12]([C:18]3[CH:23]=[CH:22][C:21]([Cl:24])=[CH:20][CH:19]=3)[C:11]=2[CH2:10][CH2:9]1)=O)(C)(C)C.[Cl:25][C:26]1[S:30][C:29]([CH2:31]Cl)=[CH:28][CH:27]=1.C(OC(N1CCC2C(=C(C3C=CC(Cl)=CC=3)N(CC3SC(Cl)=CC=3)N=2)CC1)=O)(C)(C)C, predict the reaction product. (2) The product is: [N:8]1[CH:7]=[CH:6][CH:5]=[CH:4][C:3]=1[S:31]([Cl:34])(=[O:33])=[O:32]. Given the reactants NC[C:3]1[N:8]=[C:7](N(CC(OC(C)(C)C)=O)C(OC(C)(C)C)=O)[CH:6]=[CH:5][CH:4]=1.N1C=CC=C([S:31]([Cl:34])(=[O:33])=[O:32])C=1, predict the reaction product. (3) Given the reactants [CH3:1][N:2]([CH3:18])[S:3]([NH:6][CH2:7][C:8]([F:17])([C:10]1[CH:15]=[CH:14][C:13](I)=[CH:12][CH:11]=1)[CH3:9])(=[O:5])=[O:4].[NH2:19][C:20]1[CH:21]=[C:22](B(O)O)[CH:23]=[CH:24][CH:25]=1.C(=O)([O-])[O-].[K+].[K+].O1CCOCC1.O, predict the reaction product. The product is: [NH2:19][C:20]1[CH:25]=[C:24]([C:13]2[CH:14]=[CH:15][C:10]([C:8]([F:17])([CH3:9])[CH2:7][NH:6][S:3]([N:2]([CH3:18])[CH3:1])(=[O:5])=[O:4])=[CH:11][CH:12]=2)[CH:23]=[CH:22][CH:21]=1. (4) Given the reactants [C:1](Cl)(Cl)=[O:2].[F:5][C:6]([F:28])([F:27])[C:7]1[CH:12]=[C:11]([C:13]([F:16])([F:15])[F:14])[CH:10]=[CH:9][C:8]=1[NH:17][C:18](=[O:26])[C:19]1[CH:24]=[CH:23][CH:22]=[C:21]([NH2:25])[CH:20]=1.FC(F)(F)C1C=C(C(F)(F)F)C=CC=1N, predict the reaction product. The product is: [F:5][C:6]([F:27])([F:28])[C:7]1[CH:12]=[C:11]([C:13]([F:16])([F:14])[F:15])[CH:10]=[CH:9][C:8]=1[NH:17][C:18](=[O:26])[C:19]1[CH:24]=[CH:23][CH:22]=[C:21]([N:25]=[C:1]=[O:2])[CH:20]=1.